From a dataset of Forward reaction prediction with 1.9M reactions from USPTO patents (1976-2016). Predict the product of the given reaction. Given the reactants [Cl:1][C:2]1[N:7]=[C:6]([C:8]2[CH:9]=[N:10][C:11]([NH2:14])=[N:12][CH:13]=2)[CH:5]=[C:4](Cl)[N:3]=1.[NH:16]1[CH2:21][CH2:20][O:19][CH2:18][CH2:17]1, predict the reaction product. The product is: [Cl:1][C:2]1[N:7]=[C:6]([C:8]2[CH:9]=[N:10][C:11]([NH2:14])=[N:12][CH:13]=2)[CH:5]=[C:4]([N:16]2[CH2:21][CH2:20][O:19][CH2:18][CH2:17]2)[N:3]=1.